From a dataset of Catalyst prediction with 721,799 reactions and 888 catalyst types from USPTO. Predict which catalyst facilitates the given reaction. (1) Reactant: C(OC(=O)[NH:7][C:8]([C:11]1[N:15]=[C:14]([NH2:16])[O:13][N:12]=1)([CH3:10])[CH3:9])(C)(C)C.[ClH:18].O1CCOCC1. Product: [ClH:18].[NH2:7][C:8]([C:11]1[N:15]=[C:14]([NH2:16])[O:13][N:12]=1)([CH3:10])[CH3:9]. The catalyst class is: 8. (2) Reactant: C([N:8]1[CH2:13][CH2:12][CH:11]([N:14]2[CH2:19][CH2:18][N:17]([C:20]([O:22][C:23]([CH3:26])([CH3:25])[CH3:24])=[O:21])[CH2:16][C:15]2=[O:27])[CH2:10][CH2:9]1)C1C=CC=CC=1. Product: [O:27]=[C:15]1[N:14]([CH:11]2[CH2:10][CH2:9][NH:8][CH2:13][CH2:12]2)[CH2:19][CH2:18][N:17]([C:20]([O:22][C:23]([CH3:26])([CH3:25])[CH3:24])=[O:21])[CH2:16]1. The catalyst class is: 178. (3) Reactant: [C:1]1([C@H:7]([NH:10][C:11]([C:13]2[CH:14]=[C:15]([C:22](O)=[O:23])[N:16]3[CH2:21][CH2:20][O:19][CH2:18][C:17]=23)=[O:12])[CH2:8][CH3:9])[CH:6]=[CH:5][CH:4]=[CH:3][CH:2]=1.ON1C2C=CC=CC=2N=N1.Cl.C(N=C=NCCCN(C)C)C.Cl.[CH3:48][O:49][C:50]([C@H:52]1[CH2:56][CH2:55][CH2:54][NH:53]1)=[O:51].C(N(CC)CC)C. Product: [CH3:48][O:49][C:50]([C@H:52]1[CH2:56][CH2:55][CH2:54][N:53]1[C:22]([C:15]1[N:16]2[C:17]([CH2:18][O:19][CH2:20][CH2:21]2)=[C:13]([C:11](=[O:12])[NH:10][C@@H:7]([C:1]2[CH:6]=[CH:5][CH:4]=[CH:3][CH:2]=2)[CH2:8][CH3:9])[CH:14]=1)=[O:23])=[O:51]. The catalyst class is: 204. (4) Reactant: [H-].[H-].[H-].[H-].[Li+].[Al+3].[CH3:7][O:8][C:9]1[CH:10]=[C:11]([CH:15]([C:21]2[CH:26]=[CH:25][CH:24]=[CH:23][CH:22]=2)[CH2:16][C:17](OC)=[O:18])[CH:12]=[CH:13][CH:14]=1.OS(O)(=O)=O. Product: [CH3:7][O:8][C:9]1[CH:10]=[C:11]([CH:15]([C:21]2[CH:26]=[CH:25][CH:24]=[CH:23][CH:22]=2)[CH2:16][CH2:17][OH:18])[CH:12]=[CH:13][CH:14]=1. The catalyst class is: 49. (5) Reactant: [O:1]=[C:2]1[CH2:10][C@@H:9]2[C@H:4]([CH2:5][CH2:6][CH2:7][CH2:8]2)[N:3]1[CH:11]1[CH2:16][CH2:15][N:14](C(OC(C)(C)C)=O)[CH2:13][CH2:12]1.Cl.O1CCOCC1. Product: [NH:14]1[CH2:13][CH2:12][CH:11]([N:3]2[C@@H:4]3[C@H:9]([CH2:8][CH2:7][CH2:6][CH2:5]3)[CH2:10][C:2]2=[O:1])[CH2:16][CH2:15]1. The catalyst class is: 5.